This data is from Forward reaction prediction with 1.9M reactions from USPTO patents (1976-2016). The task is: Predict the product of the given reaction. Given the reactants O.[OH-].[Na+].[F:4][C:5]1[CH:6]=[C:7]([OH:12])[C:8]([OH:11])=[CH:9][CH:10]=1.Cl[CH2:14][CH2:15][OH:16].[CH2:17]([OH:21])[CH2:18]CC, predict the reaction product. The product is: [F:4][C:5]1[CH:10]=[CH:9][C:8]([O:11][CH2:14][CH2:15][OH:16])=[C:7]([O:12][CH2:18][CH2:17][OH:21])[CH:6]=1.